From a dataset of Reaction yield outcomes from USPTO patents with 853,638 reactions. Predict the reaction yield, written as a fraction of the theoretical maximum amount of product (1.0 means a 100% yield; for example, 0.34 means a 34% yield). (1) The reactants are [NH2:1][C:2]1[N:6]([CH2:7][C:8]([O:10][CH2:11][CH3:12])=[O:9])[N:5]=[C:4]([C:13]([CH3:16])([CH3:15])[CH3:14])[CH:3]=1.Cl[C:18]([O:20][C:21]1[CH:26]=[CH:25][CH:24]=[CH:23][CH:22]=1)=[O:19].C([O-])([O-])=O.[K+].[K+]. The catalyst is C1COCC1. The product is [C:13]([C:4]1[CH:3]=[C:2]([NH:1][C:18]([O:20][C:21]2[CH:26]=[CH:25][CH:24]=[CH:23][CH:22]=2)=[O:19])[N:6]([CH2:7][C:8]([O:10][CH2:11][CH3:12])=[O:9])[N:5]=1)([CH3:15])([CH3:14])[CH3:16]. The yield is 0.430. (2) The reactants are [CH:1]([N:3]1[CH2:8][CH2:7][N:6]([CH2:9][CH2:10]O)[CH2:5][CH2:4]1)=[O:2].[F:12][C:13]1[CH:22]=[CH:21][C:16]2[N:17]=[C:18]([SH:20])[NH:19][C:15]=2[CH:14]=1.C(N(C(C)C)CC)(C)C.[I-].C(C[P+](C)(C)C)#N. The catalyst is C(#N)CC.O. The product is [F:12][C:13]1[CH:22]=[CH:21][C:16]2[N:17]=[C:18]([S:20][CH2:10][CH2:9][N:6]3[CH2:7][CH2:8][N:3]([CH:1]=[O:2])[CH2:4][CH2:5]3)[NH:19][C:15]=2[CH:14]=1. The yield is 0.800.